From a dataset of Reaction yield outcomes from USPTO patents with 853,638 reactions. Predict the reaction yield, written as a fraction of the theoretical maximum amount of product (1.0 means a 100% yield; for example, 0.34 means a 34% yield). (1) The reactants are [F:1][C:2]([F:23])([F:22])[C:3]1[CH:4]=[C:5]([NH:9][C:10]2[O:14][C:13]([C:15]3[CH:20]=[CH:19][C:18]([OH:21])=[CH:17][CH:16]=3)=[N:12][N:11]=2)[CH:6]=[CH:7][CH:8]=1.C[Si]([N-][Si](C)(C)C)(C)C.[K+].Cl[C:35]1[N:40]=[C:39]([NH2:41])[N:38]=[C:37]([NH2:42])[CH:36]=1.C([O-])([O-])=O.[K+].[K+]. The catalyst is CN(C=O)C.CO. The product is [F:23][C:2]([F:22])([F:1])[C:3]1[CH:4]=[C:5]([NH:9][C:10]2[O:14][C:13]([C:15]3[CH:20]=[CH:19][C:18]([O:21][C:35]4[N:40]=[C:39]([NH2:41])[N:38]=[C:37]([NH2:42])[CH:36]=4)=[CH:17][CH:16]=3)=[N:12][N:11]=2)[CH:6]=[CH:7][CH:8]=1. The yield is 0.377. (2) The reactants are [Cl:1][C:2]1[CH:3]=[C:4]2[C:8](=[CH:9][CH:10]=1)[NH:7][CH:6]=[C:5]2[CH2:11][CH2:12][NH:13][C:14](=[O:22])[C:15]1[CH:20]=[CH:19][C:18](I)=[CH:17][CH:16]=1.[Cl:23][C:24]1[CH:25]=[C:26](B(O)O)[CH:27]=[CH:28][CH:29]=1.C(=O)([O-])[O-].[Na+].[Na+]. The catalyst is C(COC)OC.O.C1C=CC([P]([Pd]([P](C2C=CC=CC=2)(C2C=CC=CC=2)C2C=CC=CC=2)([P](C2C=CC=CC=2)(C2C=CC=CC=2)C2C=CC=CC=2)[P](C2C=CC=CC=2)(C2C=CC=CC=2)C2C=CC=CC=2)(C2C=CC=CC=2)C2C=CC=CC=2)=CC=1. The product is [Cl:23][C:24]1[CH:29]=[C:28]([C:18]2[CH:19]=[CH:20][C:15]([C:14]([NH:13][CH2:12][CH2:11][C:5]3[C:4]4[C:8](=[CH:9][CH:10]=[C:2]([Cl:1])[CH:3]=4)[NH:7][CH:6]=3)=[O:22])=[CH:16][CH:17]=2)[CH:27]=[CH:26][CH:25]=1. The yield is 0.650. (3) The reactants are [C:1]1([C:7]2([C:12]3[CH:30]=[CH:29][C:15]([CH2:16][N:17]4[CH2:22][CH2:21][N:20]([CH2:23][C:24](OCC)=[O:25])[CH2:19][CH2:18]4)=[CH:14][CH:13]=3)[O:11][CH2:10][CH2:9][O:8]2)[CH:6]=[CH:5][CH:4]=[CH:3][CH:2]=1.[NH2:31][NH2:32]. The catalyst is C(O)C. The product is [C:1]1([C:7]2([C:12]3[CH:30]=[CH:29][C:15]([CH2:16][N:17]4[CH2:22][CH2:21][N:20]([CH2:23][C:24]([NH:31][NH2:32])=[O:25])[CH2:19][CH2:18]4)=[CH:14][CH:13]=3)[O:11][CH2:10][CH2:9][O:8]2)[CH:6]=[CH:5][CH:4]=[CH:3][CH:2]=1. The yield is 0.740.